This data is from Forward reaction prediction with 1.9M reactions from USPTO patents (1976-2016). The task is: Predict the product of the given reaction. (1) Given the reactants [NH2:1][C:2]1[CH:3]=[C:4]([CH2:11][N:12]2[C@H:17]([CH3:18])[CH2:16][N:15]([C:19]([O:21][C:22]([CH3:25])([CH3:24])[CH3:23])=[O:20])[C@@H:14]([CH3:26])[CH2:13]2)[C:5]2[O:9][CH:8]=[CH:7][C:6]=2[CH:10]=1.[Cl:27][C:28]1[CH:33]=[CH:32][CH:31]=[CH:30][C:29]=1[S:34](Cl)(=[O:36])=[O:35], predict the reaction product. The product is: [Cl:27][C:28]1[CH:33]=[CH:32][CH:31]=[CH:30][C:29]=1[S:34]([NH:1][C:2]1[CH:3]=[C:4]([CH2:11][N:12]2[C@H:17]([CH3:18])[CH2:16][N:15]([C:19]([O:21][C:22]([CH3:24])([CH3:23])[CH3:25])=[O:20])[C@@H:14]([CH3:26])[CH2:13]2)[C:5]2[O:9][CH:8]=[CH:7][C:6]=2[CH:10]=1)(=[O:36])=[O:35]. (2) The product is: [Br:1][C:2]1[CH:3]=[C:4]([O:10][CH:11]([CH3:13])[CH3:12])[C:5]([CH2:8][O:9][CH3:17])=[N:6][CH:7]=1. Given the reactants [Br:1][C:2]1[CH:3]=[C:4]([O:10][CH:11]([CH3:13])[CH3:12])[C:5]([CH2:8][OH:9])=[N:6][CH:7]=1.[H-].[Na+].I[CH3:17], predict the reaction product. (3) Given the reactants [Br:1][C:2]1[C:3]([C:11]([OH:13])=O)=[N:4][C:5]([CH:8]([CH3:10])[CH3:9])=[N:6][CH:7]=1.[CH3:14][NH:15][C:16]([C:18]1[N:19]([CH3:24])[N:20]=[CH:21][C:22]=1[NH2:23])=[O:17], predict the reaction product. The product is: [CH3:24][N:19]1[C:18]([C:16](=[O:17])[NH:15][CH3:14])=[C:22]([NH:23][C:11]([C:3]2[C:2]([Br:1])=[CH:7][N:6]=[C:5]([CH:8]([CH3:9])[CH3:10])[N:4]=2)=[O:13])[CH:21]=[N:20]1. (4) Given the reactants [C:1]1([C:7]([C:16]2[CH:21]=[CH:20][CH:19]=[CH:18][C:17]=2[CH3:22])=[CH:8][C:9]2[CH:14]=[CH:13][N:12]=[C:11]([NH2:15])[CH:10]=2)[CH:6]=[CH:5][CH:4]=[CH:3][CH:2]=1.[C:23]([N:31]=C=O)(=[O:30])C1C=CC=CC=1.C(O)C.C(=O)([O-])[O-].[K+].[K+], predict the reaction product. The product is: [C:1]1([C:7]([C:16]2[CH:21]=[CH:20][CH:19]=[CH:18][C:17]=2[CH3:22])=[CH:8][C:9]2[CH:14]=[CH:13][N:12]=[C:11]([NH:15][C:23]([NH2:31])=[O:30])[CH:10]=2)[CH:2]=[CH:3][CH:4]=[CH:5][CH:6]=1. (5) Given the reactants [K+].[K+].[C:3]12([C:13]#[C:14][C:15]3[CH:16]=[C:17]([C:24]([O-:26])=[O:25])[CH:18]=[C:19]([CH:23]=3)[C:20]([O-:22])=[O:21])[CH2:12][CH:7]3[CH2:8][CH:9]([CH2:11][CH:5]([CH2:6]3)[CH2:4]1)[CH2:10]2, predict the reaction product. The product is: [C:3]12([C:13]#[C:14][C:15]3[CH:16]=[C:17]([C:24]([OH:26])=[O:25])[CH:18]=[C:19]([CH:23]=3)[C:20]([OH:22])=[O:21])[CH2:4][CH:5]3[CH2:6][CH:7]([CH2:8][CH:9]([CH2:11]3)[CH2:10]1)[CH2:12]2.